Dataset: Peptide-MHC class II binding affinity with 134,281 pairs from IEDB. Task: Regression. Given a peptide amino acid sequence and an MHC pseudo amino acid sequence, predict their binding affinity value. This is MHC class II binding data. (1) The peptide sequence is PRYVKQNTLKLATGM. The MHC is DRB1_0101 with pseudo-sequence DRB1_0101. The binding affinity (normalized) is 0.882. (2) The peptide sequence is ELQLKDGRRIVVPCR. The MHC is HLA-DQA10103-DQB10603 with pseudo-sequence HLA-DQA10103-DQB10603. The binding affinity (normalized) is 0.288. (3) The peptide sequence is ARILDGDNLFPKV. The MHC is HLA-DQA10501-DQB10201 with pseudo-sequence HLA-DQA10501-DQB10201. The binding affinity (normalized) is 0.388. (4) The peptide sequence is AVTYYKEADYSQIPI. The MHC is DRB1_1201 with pseudo-sequence DRB1_1201. The binding affinity (normalized) is 0.159. (5) The MHC is HLA-DPA10201-DPB11401 with pseudo-sequence HLA-DPA10201-DPB11401. The binding affinity (normalized) is 0.456. The peptide sequence is AILRRRRRIAEPATC. (6) The peptide sequence is TLEALDYKECEWPLT. The MHC is HLA-DQA10102-DQB10501 with pseudo-sequence HLA-DQA10102-DQB10501. The binding affinity (normalized) is 0.279. (7) The peptide sequence is MLLRKYGIAAENVID. The MHC is DRB1_1201 with pseudo-sequence DRB1_1201. The binding affinity (normalized) is 0.549.